Dataset: Forward reaction prediction with 1.9M reactions from USPTO patents (1976-2016). Task: Predict the product of the given reaction. (1) Given the reactants [OH:1][CH:2]1[CH2:7][CH2:6][N:5]([C:8]2[CH:49]=[CH:48][C:11]([C:12]([NH:14][C:15]3[CH:16]=[C:17]4[C:21](=[CH:22][CH:23]=3)[N:20]([C:24]3[CH:47]=[CH:46][C:27]([C:28]([NH:30][C:31]5[CH:32]=[C:33]6[C:37](=[CH:38][CH:39]=5)[N:36]([CH2:40][C:41]([O:43]CC)=O)[CH:35]=[CH:34]6)=[O:29])=[CH:26][CH:25]=3)[CH:19]=[CH:18]4)=[O:13])=[CH:10][CH:9]=2)[CH2:4][CH2:3]1.[CH:50]1([NH2:53])[CH2:52][CH2:51]1, predict the reaction product. The product is: [CH:50]1([NH:53][C:41](=[O:43])[CH2:40][N:36]2[C:37]3[C:33](=[CH:32][C:31]([NH:30][C:28](=[O:29])[C:27]4[CH:26]=[CH:25][C:24]([N:20]5[C:21]6[C:17](=[CH:16][C:15]([NH:14][C:12](=[O:13])[C:11]7[CH:48]=[CH:49][C:8]([N:5]8[CH2:4][CH2:3][CH:2]([OH:1])[CH2:7][CH2:6]8)=[CH:9][CH:10]=7)=[CH:23][CH:22]=6)[CH:18]=[CH:19]5)=[CH:47][CH:46]=4)=[CH:39][CH:38]=3)[CH:34]=[CH:35]2)[CH2:52][CH2:51]1. (2) Given the reactants [NH2:1][C:2]1[C:3]([C:15]2[CH:20]=[CH:19][CH:18]=[CH:17][CH:16]=2)=[N:4][C:5]2[C:10]([C:11]=1[C:12]([OH:14])=O)=[CH:9][CH:8]=[CH:7][CH:6]=2.[CH:21]1[CH:22]=[CH:23][C:24]2N(O)[N:28]=[N:27][C:25]=2[CH:26]=1.C(N(CC)CC)C.CCN=C=NCCCN(C)C.Cl.C1(NN)C=CC=CC=1, predict the reaction product. The product is: [NH2:1][C:2]1[C:3]([C:15]2[CH:16]=[CH:17][CH:18]=[CH:19][CH:20]=2)=[N:4][C:5]2[C:10]([C:11]=1[C:12]([NH:28][NH:27][C:25]1[CH:26]=[CH:21][CH:22]=[CH:23][CH:24]=1)=[O:14])=[CH:9][CH:8]=[CH:7][CH:6]=2. (3) Given the reactants C(Cl)CCl.C1C=CC2N(O)N=NC=2C=1.[C:15]([OH:23])(=O)[C:16]1[CH:21]=[CH:20][CH:19]=[CH:18][CH:17]=1.[NH2:24][CH2:25][C:26]1[C:35]2[C:30](=[CH:31][CH:32]=[C:33]([C:36]3[CH:41]=[CH:40][CH:39]=[CH:38][C:37]=3[O:42][CH3:43])[CH:34]=2)[NH:29][C:28]([CH3:45])([CH3:44])[CH:27]=1.C(N(C(C)C)CC)(C)C, predict the reaction product. The product is: [CH3:43][O:42][C:37]1[CH:38]=[CH:39][CH:40]=[CH:41][C:36]=1[C:33]1[CH:34]=[C:35]2[C:30](=[CH:31][CH:32]=1)[NH:29][C:28]([CH3:45])([CH3:44])[CH:27]=[C:26]2[CH2:25][NH:24][C:15](=[O:23])[C:16]1[CH:17]=[CH:18][CH:19]=[CH:20][CH:21]=1. (4) Given the reactants [Br:1][C:2]1[CH:3]=[C:4]([C:8]#[C:9][C:10]2[CH:14]=[CH:13][N:12]([Si](C(C)C)(C(C)C)C(C)C)[CH:11]=2)[CH:5]=[CH:6][CH:7]=1.[O-:25]S([O-])(=O)=O.[Mg+2].C([O-])(O)=O.[Na+].[O-][Mn](=O)(=O)=O.[K+].[OH2:42], predict the reaction product. The product is: [Br:1][C:2]1[CH:3]=[C:4]([C:8](=[O:25])[C:9]([C:10]2[CH:14]=[CH:13][NH:12][CH:11]=2)=[O:42])[CH:5]=[CH:6][CH:7]=1. (5) Given the reactants [CH3:1][O:2][C:3](=[O:14])[C:4]([C:7]1[CH:12]=[CH:11][CH:10]=[C:9](Br)[CH:8]=1)([CH3:6])C.[Br:15][C:16]1C=C(CC(O)=O)C=CC=1, predict the reaction product. The product is: [CH3:1][O:2][C:3](=[O:14])[CH:4]([C:7]1[CH:8]=[CH:9][C:10]([CH2:16][Br:15])=[CH:11][CH:12]=1)[CH3:6]. (6) Given the reactants [Br:1][C:2]1[C:3]([NH:9][C:10]2[C:11]([CH3:31])=[C:12]([C:27]([O:29][CH3:30])=[O:28])[CH:13]=[C:14]([C:16]3[CH:21]=[CH:20][CH:19]=[C:18]([S:22]([CH2:25][CH3:26])(=[O:24])=[O:23])[CH:17]=3)[CH:15]=2)=[N:4][CH:5]=[C:6]([CH3:8])[CH:7]=1.C(=O)([O-])[O-].[K+].[K+].O1CCCC1.[C:43](O[C:43]([O:45][C:46]([CH3:49])([CH3:48])[CH3:47])=[O:44])([O:45][C:46]([CH3:49])([CH3:48])[CH3:47])=[O:44], predict the reaction product. The product is: [Br:1][C:2]1[C:3]([N:9]([C:43]([O:45][C:46]([CH3:49])([CH3:48])[CH3:47])=[O:44])[C:10]2[C:11]([CH3:31])=[C:12]([C:27]([O:29][CH3:30])=[O:28])[CH:13]=[C:14]([C:16]3[CH:21]=[CH:20][CH:19]=[C:18]([S:22]([CH2:25][CH3:26])(=[O:24])=[O:23])[CH:17]=3)[CH:15]=2)=[N:4][CH:5]=[C:6]([CH3:8])[CH:7]=1.